From a dataset of Full USPTO retrosynthesis dataset with 1.9M reactions from patents (1976-2016). Predict the reactants needed to synthesize the given product. (1) Given the product [Br:1][C:2]1[CH:7]=[C:6]([Cl:8])[C:5]([S:9]([N:12]([CH2:14][C:15]2[O:19][CH:18]=[C:17]([C:20]([N:57]([CH2:56][C:53]3[CH:54]=[CH:55][C:50]([C:46]4[NH:47][CH2:48][CH2:49][N:45]=4)=[CH:51][CH:52]=3)[CH3:58])=[O:22])[CH:16]=2)[CH3:13])(=[O:10])=[O:11])=[C:4]([Cl:23])[CH:3]=1, predict the reactants needed to synthesize it. The reactants are: [Br:1][C:2]1[CH:7]=[C:6]([Cl:8])[C:5]([S:9]([N:12]([CH2:14][C:15]2[O:19][CH:18]=[C:17]([C:20]([OH:22])=O)[CH:16]=2)[CH3:13])(=[O:11])=[O:10])=[C:4]([Cl:23])[CH:3]=1.CCN=C=NCCCN(C)C.C1C=NC2N(O)N=NC=2C=1.[NH:45]1[CH2:49][CH2:48][N:47]=[C:46]1[C:50]1[CH:55]=[CH:54][C:53]([CH2:56][NH:57][CH3:58])=[CH:52][CH:51]=1.Cl.CCN(C(C)C)C(C)C. (2) Given the product [C:3]([C:7]1[CH:12]=[CH:11][C:10]([C:13]2[C:21]3[C:16](=[CH:17][CH:18]=[C:19]([CH2:22][CH2:23][O:24][CH2:25][CH:26]4[CH2:27][CH2:28]4)[CH:20]=3)[N:15]([CH2:29][C:30]3[CH:35]=[CH:34][CH:33]=[C:32]([O:36][CH3:37])[CH:31]=3)[C:14]=2[C:38]([O-:40])=[O:39])=[CH:9][CH:8]=1)([CH3:6])([CH3:4])[CH3:5].[Na+:2], predict the reactants needed to synthesize it. The reactants are: [H-].[Na+:2].[C:3]([C:7]1[CH:12]=[CH:11][C:10]([C:13]2[C:21]3[C:16](=[CH:17][CH:18]=[C:19]([CH2:22][CH2:23][O:24][CH2:25][CH:26]4[CH2:28][CH2:27]4)[CH:20]=3)[N:15]([CH2:29][C:30]3[CH:35]=[CH:34][CH:33]=[C:32]([O:36][CH3:37])[CH:31]=3)[C:14]=2[C:38]([OH:40])=[O:39])=[CH:9][CH:8]=1)([CH3:6])([CH3:5])[CH3:4]. (3) The reactants are: [Cl:1][C:2]1[CH:7]=[CH:6][C:5]([C:8]2[CH:9]=[C:10]3[C:16]([C:17]([C:19]4[C:20]([F:33])=[C:21]([NH:26][S:27]([CH2:30][CH2:31][CH3:32])(=[O:29])=[O:28])[CH:22]=[CH:23][C:24]=4[F:25])=[O:18])=[CH:15][NH:14][C:11]3=[N:12][CH:13]=2)=[CH:4][CH:3]=1.C(N(CC)CC)C.[C:41](Cl)(=[O:43])[CH3:42]. Given the product [Cl:1][C:2]1[CH:7]=[CH:6][C:5]([C:8]2[CH:9]=[C:10]3[C:16]([C:17]([C:19]4[C:20]([F:33])=[C:21]([N:26]([S:27]([CH2:30][CH2:31][CH3:32])(=[O:28])=[O:29])[C:41](=[O:43])[CH3:42])[CH:22]=[CH:23][C:24]=4[F:25])=[O:18])=[CH:15][NH:14][C:11]3=[N:12][CH:13]=2)=[CH:4][CH:3]=1, predict the reactants needed to synthesize it. (4) Given the product [CH3:1][O:2][C:3]([NH:5][C@H:6]([C:11]([N:13]1[C@@H:17]([CH3:18])[CH2:16][CH2:15][C@H:14]1[C:19]1[NH:23][C:22]2[C:24]3[C:29]([CH:30]=[CH:31][C:21]=2[N:20]=1)=[CH:28][C:27]1[C:32]2[C:37]([CH2:38][O:39][C:26]=1[CH:25]=3)=[CH:36][C:35]([C:40]1[NH:44][C:43]([C@@H:45]3[CH2:49][CH2:48][C@H:47]([CH3:50])[N:46]3[C:51](=[O:61])[C@@H:52]([NH:56][C:57](=[O:60])[O:58][CH3:59])[CH:53]([CH3:54])[CH3:55])=[N:42][CH:41]=1)=[CH:34][CH:33]=2)=[O:12])[C@H:7]([CH3:10])[O:8][CH3:9])=[O:4], predict the reactants needed to synthesize it. The reactants are: [CH3:1][O:2][C:3]([NH:5][C@H:6]([C:11]([N:13]1[C@@H:17]([CH3:18])[CH2:16][CH2:15][C@H:14]1[C:19]1[NH:23][C:22]2[C:24]3[C:29]([CH:30]=[CH:31][C:21]=2[N:20]=1)=[CH:28][C:27]1[C:32]2[C:37]([CH2:38][O:39][C:26]=1[CH:25]=3)=[CH:36][C:35]([C:40]1[NH:44][C:43]([C@@H:45]3[CH2:49][CH2:48][C@H:47]([CH3:50])[N:46]3[C:51](=[O:61])[C@@H:52]([NH:56][C:57](=[O:60])[O:58][CH3:59])[CH:53]([CH3:55])[CH3:54])=[N:42][CH:41]=1)=[CH:34][CH:33]=2)=[O:12])[C@@H:7]([CH3:10])[O:8][CH3:9])=[O:4].CO[C@@H](C)[C@H](NC(OC)=O)C(O)=O. (5) Given the product [CH3:17][O:18][CH2:19][CH2:20][O:21][CH2:22][O:8][C:7]([C:6]1[CH:5]=[C:4]([CH3:10])[O:3][C:2]=1[CH3:1])=[O:9], predict the reactants needed to synthesize it. The reactants are: [CH3:1][C:2]1[O:3][C:4]([CH3:10])=[CH:5][C:6]=1[C:7]([OH:9])=[O:8].C(=O)([O-])[O-].[K+].[K+].[CH3:17][O:18][CH2:19][CH2:20][O:21][CH2:22]Cl. (6) The reactants are: [Cl:1][C:2]1[CH:11]=[CH:10][C:9]([NH:12][S:13]([C:16]2[CH:21]=[CH:20][C:19]([CH3:22])=[CH:18][C:17]=2[N+:23]([O-])=O)(=[O:15])=[O:14])=[C:8]2[C:3]=1[CH:4]=[CH:5][CH:6]=[N:7]2.O.NN. Given the product [NH2:23][C:17]1[CH:18]=[C:19]([CH3:22])[CH:20]=[CH:21][C:16]=1[S:13]([NH:12][C:9]1[CH:10]=[CH:11][C:2]([Cl:1])=[C:3]2[C:8]=1[N:7]=[CH:6][CH:5]=[CH:4]2)(=[O:15])=[O:14], predict the reactants needed to synthesize it. (7) Given the product [Br:18][CH2:19][CH2:20][CH2:21][C:22]([N:6]1[CH:7]=[CH:8][C:3](=[O:2])[CH2:4][CH:5]1[C:13]1[CH:14]=[CH:15][C:10]([F:9])=[CH:11][CH:12]=1)=[O:23], predict the reactants needed to synthesize it. The reactants are: C[O:2][C:3]1[CH:8]=[CH:7][N:6]=[CH:5][CH:4]=1.[F:9][C:10]1[CH:15]=[CH:14][C:13]([Mg]Br)=[CH:12][CH:11]=1.[Br:18][CH2:19][CH2:20][CH2:21][C:22](Cl)=[O:23]. (8) The reactants are: [O:1]=[C:2]([C:6]1[N:14]2[C:9]([CH:10]=[CH:11][CH:12]=[CH:13]2)=[CH:8][C:7]=1[C:15]1[CH:20]=[CH:19][CH:18]=[CH:17][CH:16]=1)[C:3](Cl)=[O:4].[O:21]=[S:22]1(=[O:35])[CH2:27][CH2:26][N:25]([C:28]2[CH:33]=[CH:32][C:31]([NH2:34])=[CH:30][CH:29]=2)[CH2:24][CH2:23]1.C(N(CC)CC)C. Given the product [O:35]=[S:22]1(=[O:21])[CH2:23][CH2:24][N:25]([C:28]2[CH:29]=[CH:30][C:31]([NH:34][C:3](=[O:4])[C:2](=[O:1])[C:6]3[N:14]4[C:9]([CH:10]=[CH:11][CH:12]=[CH:13]4)=[CH:8][C:7]=3[C:15]3[CH:20]=[CH:19][CH:18]=[CH:17][CH:16]=3)=[CH:32][CH:33]=2)[CH2:26][CH2:27]1, predict the reactants needed to synthesize it. (9) Given the product [NH2:1][C:2]1[N:10]=[CH:9][N:8]=[C:7]2[C:3]=1[N:4]([C:36]1[CH:37]=[CH:38][C:33]([O:26][C:27]3[CH:32]=[CH:31][CH:30]=[CH:29][CH:28]=3)=[CH:34][CH:35]=1)[C:5](=[O:25])[N:6]2[C:11]1[CH:12]=[C:13]([NH:17][C:18](=[O:24])[O:19][C:20]([CH3:22])([CH3:21])[CH3:23])[CH:14]=[CH:15][CH:16]=1, predict the reactants needed to synthesize it. The reactants are: [NH2:1][C:2]1[N:10]=[CH:9][N:8]=[C:7]2[C:3]=1[NH:4][C:5](=[O:25])[N:6]2[C:11]1[CH:12]=[C:13]([NH:17][C:18](=[O:24])[O:19][C:20]([CH3:23])([CH3:22])[CH3:21])[CH:14]=[CH:15][CH:16]=1.[O:26]([C:33]1[CH:38]=[CH:37][C:36](B(O)O)=[CH:35][CH:34]=1)[C:27]1[CH:32]=[CH:31][CH:30]=[CH:29][CH:28]=1.N1C=CC=CC=1.